This data is from Full USPTO retrosynthesis dataset with 1.9M reactions from patents (1976-2016). The task is: Predict the reactants needed to synthesize the given product. (1) Given the product [B-:5]([F:8])([F:7])([F:6])[F:4].[CH3:11][C:10]#[N:12].[CH3:11][C:10]#[N:12].[CH3:11][C:10]#[N:12].[CH3:11][C:10]#[N:12].[Cu+:1], predict the reactants needed to synthesize it. The reactants are: [Cu-:1]=O.O.[F:4][B-:5]([F:8])([F:7])[F:6].[H+].[C:10](#[N:12])[CH3:11]. (2) Given the product [NH2:1][CH2:4][CH2:5][O:6][CH2:7][CH2:8][NH:9][C:10](=[O:16])[O:11][C:12]([CH3:14])([CH3:13])[CH3:15], predict the reactants needed to synthesize it. The reactants are: [N:1]([CH2:4][CH2:5][O:6][CH2:7][CH2:8][NH:9][C:10](=[O:16])[O:11][C:12]([CH3:15])([CH3:14])[CH3:13])=[N+]=[N-]. (3) The reactants are: [OH:1][C:2]1[CH:3]=[C:4]([CH:10]=[CH:11][CH:12]=1)[C:5]([O:7][CH2:8][CH3:9])=[O:6].Br[CH2:14][CH:15]1[CH2:20][CH2:19][CH2:18][CH2:17][CH2:16]1. Given the product [CH:15]1([CH2:14][O:1][C:2]2[CH:3]=[C:4]([CH:10]=[CH:11][CH:12]=2)[C:5]([O:7][CH2:8][CH3:9])=[O:6])[CH2:20][CH2:19][CH2:18][CH2:17][CH2:16]1, predict the reactants needed to synthesize it. (4) Given the product [CH3:5][NH:20][CH2:18][CH:16]([C:14]1[CH:13]=[CH:12][CH:11]=[C:10]([CH3:9])[N:15]=1)[OH:17], predict the reactants needed to synthesize it. The reactants are: [OH-].[K+].O.[I-].[CH3:5][S+](C)C.[CH3:9][C:10]1[N:15]=[C:14]([CH:16]=[O:17])[CH:13]=[CH:12][CH:11]=1.[C:18](#[N:20])C. (5) Given the product [CH3:29][C:24]1([CH3:30])[CH2:25][O:26][CH2:27][CH2:28][N:23]1[C:21]([C:4]1[N:3]=[C:2]([C:32]#[N:34])[N:6]2[C:7]3[C:12](=[CH:11][C:10]([O:15][CH3:16])=[C:9]([O:17][CH:18]([CH3:20])[CH3:19])[CH:8]=3)[CH2:13][CH2:14][C:5]=12)=[O:22], predict the reactants needed to synthesize it. The reactants are: Br[C:2]1[N:6]2[C:7]3[C:12]([CH2:13][CH2:14][C:5]2=[C:4]([C:21]([N:23]2[CH2:28][CH2:27][O:26][CH2:25][C:24]2([CH3:30])[CH3:29])=[O:22])[N:3]=1)=[CH:11][C:10]([O:15][CH3:16])=[C:9]([O:17][CH:18]([CH3:20])[CH3:19])[CH:8]=3.C[C:32]([N:34](C)C)=O. (6) Given the product [C:13]([O:17][C:18]([N:20]1[CH2:25][C:24](=[O:26])[N:23]([C:27]2[CH:32]=[CH:31][CH:30]=[CH:29][C:28]=2[O:33][CH2:5][CH2:4][CH2:3][O:2][CH3:1])[CH2:22][C:21]1([CH3:35])[CH3:34])=[O:19])([CH3:16])([CH3:14])[CH3:15], predict the reactants needed to synthesize it. The reactants are: [CH3:1][O:2][CH2:3][CH2:4][CH2:5]Br.C(=O)([O-])[O-].[Cs+].[Cs+].[C:13]([O:17][C:18]([N:20]1[CH2:25][C:24](=[O:26])[N:23]([C:27]2[CH:32]=[CH:31][CH:30]=[CH:29][C:28]=2[OH:33])[CH2:22][C:21]1([CH3:35])[CH3:34])=[O:19])([CH3:16])([CH3:15])[CH3:14].O.